From a dataset of Forward reaction prediction with 1.9M reactions from USPTO patents (1976-2016). Predict the product of the given reaction. (1) Given the reactants C(OC(=O)[NH:7][C@H:8]1[CH2:13][CH2:12][C@H:11]([NH:14][C:15]2[CH:20]=[CH:19][C:18]([CH3:21])=[CH:17][N:16]=2)[CH2:10][CH2:9]1)(C)(C)C.[ClH:23], predict the reaction product. The product is: [ClH:23].[ClH:23].[CH3:21][C:18]1[CH:19]=[CH:20][C:15]([NH:14][C@H:11]2[CH2:12][CH2:13][C@H:8]([NH2:7])[CH2:9][CH2:10]2)=[N:16][CH:17]=1. (2) Given the reactants [CH2:1]([Li])[CH2:2][CH2:3][CH3:4].[I:6]I.C[Si](C)(C)[N-][Si](C)(C)C.[Na+].[CH2:18]([Si:20]([CH2:37][CH3:38])([CH2:35][CH3:36])[O:21][C@@H:22]([C:26]([CH3:34])=[CH:27][C:28]1[N:29]=[C:30]([CH3:33])[S:31][CH:32]=1)CC=O)[CH3:19], predict the reaction product. The product is: [I:6][C:3](=[CH:2][CH2:1][CH:22]([O:21][Si:20]([CH2:37][CH3:38])([CH2:35][CH3:36])[CH2:18][CH3:19])[C:26]([CH3:34])=[CH:27][C:28]1[N:29]=[C:30]([CH3:33])[S:31][CH:32]=1)[CH3:4]. (3) Given the reactants [C:1](OC(=O)C)(=[O:3])C.C(O)=O.[NH2:11][CH2:12][C:13]([NH:15][C:16]1[CH:21]=[CH:20][C:19]([O:22][CH2:23][C:24]2[CH:29]=[CH:28][C:27]([F:30])=[CH:26][CH:25]=2)=[CH:18][C:17]=1[F:31])=[O:14].Cl, predict the reaction product. The product is: [F:31][C:17]1[CH:18]=[C:19]([O:22][CH2:23][C:24]2[CH:25]=[CH:26][C:27]([F:30])=[CH:28][CH:29]=2)[CH:20]=[CH:21][C:16]=1[NH:15][C:13](=[O:14])[CH2:12][NH:11][CH:1]=[O:3]. (4) Given the reactants [CH2:1]([O:8][C:9]1[CH:14]=[CH:13][C:12]([C:15]2[CH:19]=[C:18]([C:20]3[CH:25]=[CH:24][CH:23]=[CH:22][CH:21]=3)[NH:17][C:16]=2[C:26](O)=[O:27])=[CH:11][CH:10]=1)[C:2]1[CH:7]=[CH:6][CH:5]=[CH:4][CH:3]=1.Cl.[NH2:30][CH2:31][CH2:32][CH2:33][CH2:34][CH2:35][C:36]([O:38][CH3:39])=[O:37].C(N(CC)CC)C.ON1C2C=CC=CC=2N=N1.Cl.CN(C)CCCN=C=NCC.CN1CCOCC1, predict the reaction product. The product is: [CH2:1]([O:8][C:9]1[CH:14]=[CH:13][C:12]([C:15]2[CH:19]=[C:18]([C:20]3[CH:21]=[CH:22][CH:23]=[CH:24][CH:25]=3)[NH:17][C:16]=2[C:26]([NH:30][CH2:31][CH2:32][CH2:33][CH2:34][CH2:35][C:36]([O:38][CH3:39])=[O:37])=[O:27])=[CH:11][CH:10]=1)[C:2]1[CH:3]=[CH:4][CH:5]=[CH:6][CH:7]=1.